The task is: Predict the product of the given reaction.. This data is from Forward reaction prediction with 1.9M reactions from USPTO patents (1976-2016). (1) Given the reactants [Br:1][C:2]1[CH:3]=[N:4][CH:5]=[C:6]([Br:8])[CH:7]=1.[OH:9]O, predict the reaction product. The product is: [Br:1][C:2]1[CH:3]=[N+:4]([O-:9])[CH:5]=[C:6]([Br:8])[CH:7]=1. (2) Given the reactants [C:1]([CH:3]=[C:4]1[CH2:7][N:6]([C:8]([O:10][C:11]([CH3:14])([CH3:13])[CH3:12])=[O:9])[CH2:5]1)#[N:2].[NH:15]1[CH:19]=[C:18]([C:20]2[C:21]3[CH:28]=[CH:27][N:26]([CH2:29][O:30][CH2:31][CH2:32][Si:33]([CH3:36])([CH3:35])[CH3:34])[C:22]=3[N:23]=[CH:24][N:25]=2)[CH:17]=[N:16]1.N12CCCN=C1CCCCC2, predict the reaction product. The product is: [C:1]([CH2:3][C:4]1([N:15]2[CH:19]=[C:18]([C:20]3[C:21]4[CH:28]=[CH:27][N:26]([CH2:29][O:30][CH2:31][CH2:32][Si:33]([CH3:36])([CH3:35])[CH3:34])[C:22]=4[N:23]=[CH:24][N:25]=3)[CH:17]=[N:16]2)[CH2:7][N:6]([C:8]([O:10][C:11]([CH3:14])([CH3:13])[CH3:12])=[O:9])[CH2:5]1)#[N:2].